Dataset: Full USPTO retrosynthesis dataset with 1.9M reactions from patents (1976-2016). Task: Predict the reactants needed to synthesize the given product. Given the product [Si:13]([O:20][CH2:21][CH2:22][CH2:23][C:24]1([CH3:25])[CH2:11][C:10](=[O:12])[C:3]2[C:2](=[CH:7][CH:6]=[C:5]([O:8][CH3:9])[CH:4]=2)[O:1]1)([C:16]([CH3:17])([CH3:18])[CH3:19])([CH3:14])[CH3:15], predict the reactants needed to synthesize it. The reactants are: [OH:1][C:2]1[CH:7]=[CH:6][C:5]([O:8][CH3:9])=[CH:4][C:3]=1[C:10](=[O:12])[CH3:11].[Si:13]([O:20][CH2:21][CH2:22][CH2:23][C:24](=O)[CH3:25])([C:16]([CH3:19])([CH3:18])[CH3:17])([CH3:15])[CH3:14].CCO.N1CCCC1.